Dataset: Catalyst prediction with 721,799 reactions and 888 catalyst types from USPTO. Task: Predict which catalyst facilitates the given reaction. (1) Reactant: CC1(C)[CH2:7][CH2:6][CH2:5][C:4](C)(C)[NH:3]1.C([Li])CCC.[N:16]1[CH:21]=[CH:20][CH:19]=[CH:18][C:17]=1[C:22]([OH:24])=[O:23].O=C1CCN(C(OC(C)(C)C)=O)C1. Product: [NH:3]1[CH2:4][CH2:5][C:6]2([C:18]3[C:17](=[N:16][CH:21]=[CH:20][CH:19]=3)[C:22](=[O:24])[O:23]2)[CH2:7]1. The catalyst class is: 323. (2) The catalyst class is: 8. Reactant: Cl[C:2]1[C:3]2[CH:10]=[CH:9][S:8][C:4]=2[N:5]=[CH:6][N:7]=1.[NH2:11][OH:12].Cl.C(N(C(C)C)CC)(C)C. Product: [N:5]1[C:4]2[S:8][CH:9]=[CH:10][C:3]=2[C:2]([NH:11][OH:12])=[N:7][CH:6]=1.